From a dataset of Full USPTO retrosynthesis dataset with 1.9M reactions from patents (1976-2016). Predict the reactants needed to synthesize the given product. (1) Given the product [Br:22][CH2:12][C:11]1[C:6]2[N:5]([CH2:13][O:14][CH2:15][CH2:16][Si:17]([CH3:19])([CH3:18])[CH3:20])[C:4](=[O:21])[N:3]([CH2:1][CH3:2])[C:7]=2[CH:8]=[CH:9][CH:10]=1, predict the reactants needed to synthesize it. The reactants are: [CH2:1]([N:3]1[C:7]2[CH:8]=[CH:9][CH:10]=[C:11]([CH3:12])[C:6]=2[N:5]([CH2:13][O:14][CH2:15][CH2:16][Si:17]([CH3:20])([CH3:19])[CH3:18])[C:4]1=[O:21])[CH3:2].[Br:22]N1C(=O)CCC1=O.N(C(C)(C)C#N)=NC(C)(C)C#N.C(OOC(=O)C1C=CC=CC=1)(=O)C1C=CC=CC=1. (2) Given the product [CH2:33]([NH:40][C:10](=[O:12])[CH:9]([NH:8][C:6](=[O:7])[O:5][C:1]([CH3:2])([CH3:3])[CH3:4])[CH2:13][O:14][C@@H:15]1[CH2:20][CH2:19][CH2:18][CH2:17][O:16]1)[C:34]1[CH:39]=[CH:38][CH:37]=[CH:36][CH:35]=1, predict the reactants needed to synthesize it. The reactants are: [C:1]([O:5][C:6]([NH:8][C@H:9]([CH2:13][O:14][CH:15]1[CH2:20][CH2:19][CH2:18][CH2:17][O:16]1)[C:10]([OH:12])=O)=[O:7])([CH3:4])([CH3:3])[CH3:2].C(N1C=CN=C1)(N1C=CN=C1)=O.[CH2:33]([NH2:40])[C:34]1[CH:39]=[CH:38][CH:37]=[CH:36][CH:35]=1. (3) The reactants are: Br[C:2]1[CH:3]=[C:4]2[C:9](=[CH:10][CH:11]=1)[N:8]1[CH:12]=[N:13][C:14]([C:15]([O:17][CH2:18][CH3:19])=[O:16])=[C:7]1[CH2:6][CH2:5]2.[CH:20](/B(O)O)=[CH:21]\[CH3:22].C(P(C(C)(C)C)C(C)(C)C)(C)(C)C.C(=O)([O-])[O-].[K+].[K+].C=C(C1C=C2C(=CC=1)N1C=NC(C(OCC)=O)=C1CC2)C. Given the product [CH:20](/[C:2]1[CH:3]=[C:4]2[C:9](=[CH:10][CH:11]=1)[N:8]1[CH:12]=[N:13][C:14]([C:15]([O:17][CH2:18][CH3:19])=[O:16])=[C:7]1[CH2:6][CH2:5]2)=[CH:21]\[CH3:22], predict the reactants needed to synthesize it. (4) Given the product [Cl:23][C:13]1[C:12]2[C:17](=[CH:18][C:9]([C:7]([NH:6][C:5]3([C:4]([OH:28])=[O:3])[CH2:27][CH2:26][CH2:25][CH2:24]3)=[O:8])=[CH:10][CH:11]=2)[C:16]([NH:19][C:20]([NH2:22])=[NH:21])=[N:15][CH:14]=1, predict the reactants needed to synthesize it. The reactants are: C([O:3][C:4](=[O:28])[C:5]1([CH2:27][CH2:26][CH2:25][CH2:24]1)[NH:6][C:7]([C:9]1[CH:18]=[C:17]2[C:12]([C:13]([Cl:23])=[CH:14][N:15]=[C:16]2[NH:19][C:20]([NH2:22])=[NH:21])=[CH:11][CH:10]=1)=[O:8])C.[OH-].[Na+].Cl. (5) Given the product [C:40]([C:33]1[CH:34]=[CH:35][C:36]2[C:37]3[C:29](=[CH:28][C:27]([C:23]([CH3:26])([CH3:25])[CH3:24])=[CH:39][CH:38]=3)[N:30]([C:2]3[CH:14]=[C:13]([C:15]([CH3:22])([CH2:17][C:18]([CH3:21])([CH3:20])[CH3:19])[CH3:16])[CH:12]=[CH:11][C:3]=3[O:4][CH:5]3[CH2:10][CH2:9][CH2:8][CH2:7][O:6]3)[C:31]=2[CH:32]=1)([CH3:43])([CH3:42])[CH3:41], predict the reactants needed to synthesize it. The reactants are: I[C:2]1[CH:14]=[C:13]([C:15]([CH3:22])([CH2:17][C:18]([CH3:21])([CH3:20])[CH3:19])[CH3:16])[CH:12]=[CH:11][C:3]=1[O:4][CH:5]1[CH2:10][CH2:9][CH2:8][CH2:7][O:6]1.[C:23]([C:27]1[CH:39]=[CH:38][C:37]2[C:36]3[C:31](=[CH:32][C:33]([C:40]([CH3:43])([CH3:42])[CH3:41])=[CH:34][CH:35]=3)[NH:30][C:29]=2[CH:28]=1)([CH3:26])([CH3:25])[CH3:24].[O-]P([O-])([O-])=O.[K+].[K+].[K+].CNCCNC.C1C2NC3C(=CC=CC=3)C=2C=CC=1.